This data is from Full USPTO retrosynthesis dataset with 1.9M reactions from patents (1976-2016). The task is: Predict the reactants needed to synthesize the given product. (1) Given the product [CH3:1][C:2]1[C:10]([NH:11][C:36]([C:31]2[C:30]([C:27]3[CH:28]=[CH:29][C:24]([C:23]([F:22])([F:39])[F:40])=[CH:25][CH:26]=3)=[CH:35][CH:34]=[CH:33][CH:32]=2)=[O:37])=[C:9]([CH3:12])[CH:8]=[C:7]2[C:3]=1[CH2:4][CH2:5][N:6]2[C:13](=[O:21])[CH2:14][C:15]1[CH:20]=[CH:19][CH:18]=[CH:17][N:16]=1, predict the reactants needed to synthesize it. The reactants are: [CH3:1][C:2]1[C:10]([NH2:11])=[C:9]([CH3:12])[CH:8]=[C:7]2[C:3]=1[CH2:4][CH2:5][N:6]2[C:13](=[O:21])[CH2:14][C:15]1[CH:20]=[CH:19][CH:18]=[CH:17][N:16]=1.[F:22][C:23]([F:40])([F:39])[C:24]1[CH:29]=[CH:28][C:27]([C:30]2[C:31]([C:36](Cl)=[O:37])=[CH:32][CH:33]=[CH:34][CH:35]=2)=[CH:26][CH:25]=1. (2) Given the product [Br:1][C:2]1[CH:10]=[CH:9][C:8]2[N:7]([C@@H:11]3[CH2:16][C@H:15]([CH3:17])[CH2:14][CH2:13][C@H:12]3[CH:18]([CH3:19])[CH3:20])[C:6]3[CH2:21][CH:22]4[NH:26][CH:25]([C:5]=3[C:4]=2[C:3]=1[C:33]([O:35][C:36]([CH3:39])([CH3:38])[CH3:37])=[O:34])[CH2:24][CH2:23]4, predict the reactants needed to synthesize it. The reactants are: [Br:1][C:2]1[CH:3]=[C:4]2[C:8](=[CH:9][CH:10]=1)[N:7]([C@@H:11]1[CH2:16][C@H:15]([CH3:17])[CH2:14][CH2:13][C@H:12]1[CH:18]([CH3:20])[CH3:19])[C:6]1[CH2:21][CH:22]3[NH:26][CH:25]([C:5]2=1)[CH2:24][CH2:23]3.C([O-])([O-])=O.[K+].[K+].[C:33](O[C:33]([O:35][C:36]([CH3:39])([CH3:38])[CH3:37])=[O:34])([O:35][C:36]([CH3:39])([CH3:38])[CH3:37])=[O:34]. (3) The reactants are: [Cl:1][C:2]1[CH:21]=[C:20]([Cl:22])[CH:19]=[CH:18][C:3]=1[CH2:4][NH:5][C@H:6]1[CH2:10][CH2:9][N:8]([C:11]2[N:16]=[CH:15][C:14](Br)=[CH:13][N:12]=2)[CH2:7]1.[CH3:23][Si:24]([C:27]#[CH:28])([CH3:26])[CH3:25].C(N(CC)CC)C. Given the product [Cl:1][C:2]1[CH:21]=[C:20]([Cl:22])[CH:19]=[CH:18][C:3]=1[CH2:4][NH:5][C@H:6]1[CH2:10][CH2:9][N:8]([C:11]2[N:16]=[CH:15][C:14]([C:28]#[C:27][Si:24]([CH3:26])([CH3:25])[CH3:23])=[CH:13][N:12]=2)[CH2:7]1, predict the reactants needed to synthesize it. (4) Given the product [NH2:27][C:26]1[N:1]([C:2]2[CH:3]=[C:4]3[C:9](=[CH:10][CH:11]=2)[N:8]=[CH:7][NH:6][C:5]3=[O:12])[N:13]=[C:24]([C:23]([CH3:30])([CH3:29])[CH3:22])[CH:25]=1, predict the reactants needed to synthesize it. The reactants are: [NH2:1][C:2]1[CH:3]=[C:4]2[C:9](=[CH:10][CH:11]=1)[N:8]=[CH:7][NH:6][C:5]2=[O:12].[N:13]([O-])=O.[Na+].O.O.Cl[Sn]Cl.[CH3:22][C:23]([CH3:30])([CH3:29])[C:24](=O)[CH2:25][C:26]#[N:27]. (5) Given the product [F:47][C:44]1[CH:45]=[C:46]2[C:41](=[CH:42][CH:43]=1)[NH:40][CH:39]=[C:38]2[CH2:37][CH2:36][CH2:35][N:20]1[CH2:21][CH2:22][N:17]([C:14]2[CH:13]=[CH:12][C:11]([N:6]3[CH:7]=[CH:8][C:9]4[O:10][C:2]([CH3:1])=[CH:3][C:4]=4[C:5]3=[O:23])=[CH:16][CH:15]=2)[CH2:18][CH2:19]1, predict the reactants needed to synthesize it. The reactants are: [CH3:1][C:2]1[O:10][C:9]2[CH:8]=[CH:7][N:6]([C:11]3[CH:16]=[CH:15][C:14]([N:17]4[CH2:22][CH2:21][NH:20][CH2:19][CH2:18]4)=[CH:13][CH:12]=3)[C:5](=[O:23])[C:4]=2[CH:3]=1.CC1C=CC(S(O[CH2:35][CH2:36][CH2:37][C:38]2[C:46]3[C:41](=[CH:42][CH:43]=[C:44]([F:47])[CH:45]=3)[NH:40][CH:39]=2)(=O)=O)=CC=1.C(=O)([O-])[O-].[K+].[K+].[I-].[K+]. (6) Given the product [CH2:1]([O:8][C:9]1[CH:10]=[CH:11][C:12]([CH2:13][C@H:14]2[C@@H:15]([CH2:16][N:17]([CH2:30][CH:31]([CH3:33])[CH3:32])[S:18]([C:21]3[CH:22]=[CH:23][C:24]([N+:27]([O-:29])=[O:28])=[CH:25][CH:26]=3)(=[O:19])=[O:20])[O:34][C:51]([CH3:53])([CH3:52])[N:35]2[C:36]([O:37][C@H:38]2[C@H:45]3[C@H:41]([O:42][CH2:43][CH2:44]3)[O:40][CH2:39]2)=[O:46])=[CH:47][CH:48]=1)[C:2]1[CH:3]=[CH:4][CH:5]=[CH:6][CH:7]=1, predict the reactants needed to synthesize it. The reactants are: [CH2:1]([O:8][C:9]1[CH:48]=[CH:47][C:12]([CH2:13][C@H:14]([NH:35][C:36](=[O:46])[O:37][C@H:38]2[C@H:45]3[C@H:41]([O:42][CH2:43][CH2:44]3)[O:40][CH2:39]2)[C@H:15]([OH:34])[CH2:16][N:17]([CH2:30][CH:31]([CH3:33])[CH3:32])[S:18]([C:21]2[CH:26]=[CH:25][C:24]([N+:27]([O-:29])=[O:28])=[CH:23][CH:22]=2)(=[O:20])=[O:19])=[CH:11][CH:10]=1)[C:2]1[CH:7]=[CH:6][CH:5]=[CH:4][CH:3]=1.CO[C:51](OC)([CH3:53])[CH3:52].C1(C)C=CC(S(O)(=O)=O)=CC=1. (7) Given the product [Br:25][C:22]1[CH:23]=[C:24]2[C:19](=[CH:20][CH:21]=1)[C:18](=[O:26])[NH:17][C:16](=[O:27])[C:15]2=[CH:14][NH:1][CH2:2][C:3]1[O:4][CH:5]=[C:6]([O:10][CH3:11])[C:7](=[O:9])[CH:8]=1, predict the reactants needed to synthesize it. The reactants are: [NH2:1][CH2:2][C:3]1[O:4][CH:5]=[C:6]([O:10][CH3:11])[C:7](=[O:9])[CH:8]=1.CO[CH:14]=[C:15]1[C:24]2[C:19](=[CH:20][CH:21]=[C:22]([Br:25])[CH:23]=2)[C:18](=[O:26])[NH:17][C:16]1=[O:27]. (8) Given the product [Br:13][CH2:1][C:2]1[C:11]2[C:6](=[CH:7][CH:8]=[CH:9][C:10]=2[CH3:12])[CH:5]=[CH:4][CH:3]=1, predict the reactants needed to synthesize it. The reactants are: [CH3:1][C:2]1[C:11]2[C:6](=[CH:7][CH:8]=[CH:9][C:10]=2[CH3:12])[CH:5]=[CH:4][CH:3]=1.[Br:13]N1C(=O)CCC1=O.C(OOC(=O)C1C=CC=CC=1)(=O)C1C=CC=CC=1.